Dataset: Reaction yield outcomes from USPTO patents with 853,638 reactions. Task: Predict the reaction yield, written as a fraction of the theoretical maximum amount of product (1.0 means a 100% yield; for example, 0.34 means a 34% yield). (1) The reactants are [Cl:1][C:2]1[CH:11]=[C:10]([C@@H:12]([NH:14][C:15]2[N:23]=[CH:22][N:21]=[C:20]3[C:16]=2[N:17]=[CH:18][NH:19]3)[CH3:13])[C:9]([C:24]2[CH:29]=[CH:28][CH:27]=[C:26]([F:30])[CH:25]=2)=[C:8]2[C:3]=1[CH:4]=[CH:5][N:6]=[N:7]2.[C:31]([OH:40])(=[O:39])[CH2:32][CH2:33][CH2:34][CH2:35][C:36]([OH:38])=[O:37].CCCCCCC. The catalyst is C(O)(C)C. The product is [C:31]([OH:40])(=[O:39])[CH2:32][CH2:33][CH2:34][CH2:35][C:36]([OH:38])=[O:37].[Cl:1][C:2]1[CH:11]=[C:10]([C@@H:12]([NH:14][C:15]2[N:23]=[CH:22][N:21]=[C:20]3[C:16]=2[N:17]=[CH:18][NH:19]3)[CH3:13])[C:9]([C:24]2[CH:29]=[CH:28][CH:27]=[C:26]([F:30])[CH:25]=2)=[C:8]2[C:3]=1[CH:4]=[CH:5][N:6]=[N:7]2. The yield is 0.910. (2) The reactants are [BH4-].[Na+].[O:3]=[C:4]1[CH2:9][N:8]([C:10]([O:12][C:13]([CH3:16])([CH3:15])[CH3:14])=[O:11])[C@H:7]([C:17]([O:19][CH2:20][CH3:21])=[O:18])[CH2:6][CH2:5]1. The catalyst is CCO. The product is [OH:3][C@@H:4]1[CH2:9][N:8]([C:10]([O:12][C:13]([CH3:14])([CH3:15])[CH3:16])=[O:11])[C@H:7]([C:17]([O:19][CH2:20][CH3:21])=[O:18])[CH2:6][CH2:5]1. The yield is 0.800. (3) The reactants are [Cl:1][C:2]1[C:9]([CH3:10])=[C:8]([NH:11][C@@H:12]([C:16]2[O:17][C:18]([C:21]3[CH:26]=[CH:25][C:24]([C:27]#[N:28])=[CH:23][CH:22]=3)=[N:19][N:20]=2)[C@@H:13]([OH:15])[CH3:14])[CH:7]=[CH:6][C:3]=1[C:4]#[N:5].N1C=CC=CC=1.[C:35](Cl)(=[O:37])[CH3:36]. The catalyst is C(Cl)Cl. The product is [C:35]([O:15][C@@H:13]([CH3:14])[C@@H:12]([NH:11][C:8]1[CH:7]=[CH:6][C:3]([C:4]#[N:5])=[C:2]([Cl:1])[C:9]=1[CH3:10])[C:16]1[O:17][C:18]([C:21]2[CH:22]=[CH:23][C:24]([C:27]#[N:28])=[CH:25][CH:26]=2)=[N:19][N:20]=1)(=[O:37])[CH3:36]. The yield is 0.240.